Dataset: Full USPTO retrosynthesis dataset with 1.9M reactions from patents (1976-2016). Task: Predict the reactants needed to synthesize the given product. Given the product [CH:24]([C:8]1([C:7]2[CH:16]=[CH:17][CH:18]=[CH:5][N:6]=2)[CH:13]=[CH:12][CH:11]=[CH:10][NH:9]1)([CH2:25][CH3:26])[CH3:29], predict the reactants needed to synthesize it. The reactants are: C([C:5]1[CH:18]=[CH:17][C:16]2[C:7](=[C:8]3[C:13](=CC=2)[CH:12]=[CH:11][C:10](C(CC)C)=[N:9]3)[N:6]=1)(CC)C.N1C=C[CH:26]=[CH:25][C:24]=1[C:29]1C=CC=CN=1.C([Li])(CC)C.